Dataset: Forward reaction prediction with 1.9M reactions from USPTO patents (1976-2016). Task: Predict the product of the given reaction. (1) Given the reactants C(OC([N:8]1[CH2:13][CH2:12][N:11]([C:14]2[CH:19]=[CH:18][C:17]([NH:20][C:21]3[C:26]4[C:27](=[O:31])[NH:28][N:29]=[CH:30][C:25]=4[CH:24]=[C:23]([NH:32][C:33]4[S:34][CH:35]=[CH:36][N:37]=4)[N:22]=3)=[C:16]([O:38][CH3:39])[CH:15]=2)[CH2:10][CH2:9]1)=O)(C)(C)C.FC(F)(F)C(O)=O, predict the reaction product. The product is: [CH3:39][O:38][C:16]1[CH:15]=[C:14]([N:11]2[CH2:10][CH2:9][NH:8][CH2:13][CH2:12]2)[CH:19]=[CH:18][C:17]=1[NH:20][C:21]1[C:26]2[C:27](=[O:31])[NH:28][N:29]=[CH:30][C:25]=2[CH:24]=[C:23]([NH:32][C:33]2[S:34][CH:35]=[CH:36][N:37]=2)[N:22]=1. (2) Given the reactants [CH3:1][CH:2]1[CH2:7][CH2:6][C:5]([CH3:9])([CH3:8])[C:4](/[CH:10]=[CH:11]/[C:12]([OH:14])=O)=[CH:3]1.CN(C(ON1N=NC2C=CC=NC1=2)=[N+](C)C)C.F[P-](F)(F)(F)(F)F.[NH:39]1[CH2:44][CH2:43][O:42][CH2:41][CH2:40]1.C(N(C(C)C)CC)(C)C, predict the reaction product. The product is: [O:42]1[CH2:43][CH2:44][N:39]([C:12](=[O:14])/[CH:11]=[CH:10]/[C:4]2[C:5]([CH3:8])([CH3:9])[CH2:6][CH2:7][CH:2]([CH3:1])[CH:3]=2)[CH2:40][CH2:41]1. (3) Given the reactants [Cl:1][C:2]1[N:3]=[CH:4][C:5]([C:8]([O:10]C)=[O:9])=[N:6][CH:7]=1.C(=O)([O-])[O-].[K+].[K+], predict the reaction product. The product is: [Cl:1][C:2]1[N:3]=[CH:4][C:5]([C:8]([OH:10])=[O:9])=[N:6][CH:7]=1. (4) Given the reactants [Cl:1][C:2]1[CH:3]=[C:4]2[CH:10]=[CH:9][N:8]([C:11]3[N:15]([CH3:16])[N:14]=[C:13]([CH3:17])[C:12]=3/[CH:18]=[CH:19]/[C:20]([O:22]CC)=[O:21])[C:5]2=[N:6][CH:7]=1.O1CCCC1.[OH-].[Na+].S([O-])(O)(=O)=O.[K+], predict the reaction product. The product is: [Cl:1][C:2]1[CH:3]=[C:4]2[CH:10]=[CH:9][N:8]([C:11]3[N:15]([CH3:16])[N:14]=[C:13]([CH3:17])[C:12]=3/[CH:18]=[CH:19]/[C:20]([OH:22])=[O:21])[C:5]2=[N:6][CH:7]=1. (5) Given the reactants N[C@@H](C(O)=O)C[C:4]1[N:8]=[CH:7][NH:6][CH:5]=1.Br[C:13]1[CH:18]=[CH:17][C:16]([C:19]2[C:20](=[O:29])[NH:21][C:22]3([CH2:28][CH2:27][CH2:26][CH2:25][CH2:24]3)[N:23]=2)=[CH:15][CH:14]=1.[C:30](=O)([O-])[O-].[K+].[K+].C(=O)(O)[O-].[Na+], predict the reaction product. The product is: [CH3:30][C:7]1[N:6]([C:13]2[CH:18]=[CH:17][C:16]([C:19]3[C:20](=[O:29])[NH:21][C:22]4([CH2:28][CH2:27][CH2:26][CH2:25][CH2:24]4)[N:23]=3)=[CH:15][CH:14]=2)[CH:5]=[CH:4][N:8]=1.